Dataset: Forward reaction prediction with 1.9M reactions from USPTO patents (1976-2016). Task: Predict the product of the given reaction. (1) Given the reactants Cl[C:2]1[N:7]=[C:6]([NH:8][C@H:9]2[CH2:14][CH2:13][CH2:12][C@@:11]([CH3:19])([C:15]([O:17][CH3:18])=[O:16])[CH2:10]2)[C:5]([F:20])=[CH:4][N:3]=1.[Cl:21][C:22]1[CH:23]=[C:24]2[C:30](B3OC(C)(C)C(C)(C)O3)=[CH:29][N:28]([S:40]([C:43]3[CH:48]=[CH:47][C:46]([CH3:49])=[CH:45][CH:44]=3)(=[O:42])=[O:41])[C:25]2=[N:26][CH:27]=1.C(=O)([O-])[O-].[Na+].[Na+], predict the reaction product. The product is: [Cl:21][C:22]1[CH:23]=[C:24]2[C:30]([C:2]3[N:7]=[C:6]([NH:8][C@H:9]4[CH2:14][CH2:13][CH2:12][C@@:11]([CH3:19])([C:15]([O:17][CH3:18])=[O:16])[CH2:10]4)[C:5]([F:20])=[CH:4][N:3]=3)=[CH:29][N:28]([S:40]([C:43]3[CH:48]=[CH:47][C:46]([CH3:49])=[CH:45][CH:44]=3)(=[O:41])=[O:42])[C:25]2=[N:26][CH:27]=1. (2) Given the reactants [CH2:1]([NH2:8])[C:2]1[CH:7]=[CH:6][CH:5]=[CH:4][CH:3]=1.[CH3:9][C:10]([CH3:15])([CH3:14])[C:11](Cl)=[O:12], predict the reaction product. The product is: [C:10]([C:11]([NH:8][CH2:1][C:2]1[CH:7]=[CH:6][CH:5]=[CH:4][CH:3]=1)=[O:12])([CH3:15])([CH3:14])[CH3:9]. (3) Given the reactants [Br:1][C:2]1[CH:7]=[CH:6][C:5]([C:8]2[N:9]([CH2:16][C@@H:17]3[CH2:21][CH2:20][NH:19][CH2:18]3)[C:10](=[O:15])[C:11]([CH3:14])([CH3:13])[N:12]=2)=[CH:4][CH:3]=1.C(N(CC)CC)C.[CH:29]1([C:32](Cl)=[O:33])[CH2:31][CH2:30]1.C([O-])(O)=O.[Na+], predict the reaction product. The product is: [Br:1][C:2]1[CH:3]=[CH:4][C:5]([C:8]2[N:9]([CH2:16][C@@H:17]3[CH2:21][CH2:20][N:19]([C:32]([CH:29]4[CH2:31][CH2:30]4)=[O:33])[CH2:18]3)[C:10](=[O:15])[C:11]([CH3:13])([CH3:14])[N:12]=2)=[CH:6][CH:7]=1. (4) The product is: [CH2:33]([O:32][C:28]([C:29]1[N:27]=[C:12]([C:14]2[CH:19]=[CH:18][C:17]([CH:20]([CH3:22])[CH3:21])=[CH:16][CH:15]=2)[C:3]2[C:2](=[CH:7][CH:6]=[C:5]([O:8][CH2:9][C:10]#[CH:11])[CH:4]=2)[N:1]=1)=[O:31])[CH3:34]. Given the reactants [NH2:1][C:2]1[CH:7]=[CH:6][C:5]([O:8][CH2:9][C:10]#[CH:11])=[CH:4][C:3]=1[C:12]([C:14]1[CH:19]=[CH:18][C:17]([CH:20]([CH3:22])[CH3:21])=[CH:16][CH:15]=1)=O.C([O-])(=O)C.[NH4+:27].[C:28]([O:32][CH2:33][CH3:34])(=[O:31])[CH:29]=O, predict the reaction product. (5) Given the reactants [C:1]([O:5][C:6]([N:8]1[CH2:13][CH2:12][CH:11]([CH2:14][CH2:15][OH:16])[CH2:10][CH2:9]1)=[O:7])([CH3:4])([CH3:3])[CH3:2].[H-].[Na+].Cl[C:20]1[O:24][N:23]=[C:22]([C:25]2[CH:30]=[CH:29][C:28]([S:31]([CH3:34])(=[O:33])=[O:32])=[CH:27][CH:26]=2)[N:21]=1, predict the reaction product. The product is: [C:1]([O:5][C:6]([N:8]1[CH2:13][CH2:12][CH:11]([CH2:14][CH2:15][O:16][C:20]2[O:24][N:23]=[C:22]([C:25]3[CH:26]=[CH:27][C:28]([S:31]([CH3:34])(=[O:32])=[O:33])=[CH:29][CH:30]=3)[N:21]=2)[CH2:10][CH2:9]1)=[O:7])([CH3:4])([CH3:3])[CH3:2]. (6) Given the reactants [CH:1]1([C:7]2([CH3:16])[CH2:12][N:11]([CH3:13])[C:10](=[O:14])[NH:9][C:8]2=[O:15])[CH2:6][CH2:5][CH2:4][CH2:3][CH2:2]1.[C:17]1([C:23]2([CH3:32])[CH2:28][N:27]([CH3:29])[C:26](=[O:30])[NH:25][C:24]2=[O:31])[CH2:22][CH2:21][CH2:20][CH2:19][CH:18]=1.[H-].[Na+].Br.Br[CH2:37][C:38]([C:40]1[CH:41]=[N:42][CH:43]=[CH:44][CH:45]=1)=[O:39], predict the reaction product. The product is: [C:1]1([C:7]2([CH3:16])[CH2:12][N:11]([CH3:13])[C:10](=[O:14])[N:9]([CH2:37][C:38](=[O:39])[C:40]3[CH:41]=[N:42][CH:43]=[CH:44][CH:45]=3)[C:8]2=[O:15])[CH2:2][CH2:3][CH2:4][CH2:5][CH:6]=1.[CH:17]1([C:23]2([CH3:32])[CH2:28][N:27]([CH3:29])[C:26](=[O:30])[N:25]([CH2:37][C:38](=[O:39])[C:40]3[CH:41]=[N:42][CH:43]=[CH:44][CH:45]=3)[C:24]2=[O:31])[CH2:22][CH2:21][CH2:20][CH2:19][CH2:18]1. (7) Given the reactants N1C2C=CC=CC=2N=C1C1[CH2:15][CH2:14][N:13]([CH2:16][CH2:17][CH:18]2[O:22][C:21](=[O:23])[C:20]([CH2:26][CH3:27])([CH2:24][CH3:25])[CH2:19]2)[CH2:12][CH2:11]1.[N:28]1([C:34]2[CH:39]=[CH:38][CH:37]=[CH:36][C:35]=2[N:40]2[CH2:45][CH2:44][O:43][CH2:42][CH2:41]2)CCNCC1.N1(C2C=CC=CC=2C#N)CCNCC1.CC1C=CC(S(OCCC2CC3(CCCC3)C(=O)O2)(=O)=O)=CC=1.CC1C=CC(S(OCCC2CC(CC)(CC)C(=O)O2)(=O)=O)=CC=1, predict the reaction product. The product is: [O:43]1[CH2:42][CH2:41][N:40]([C:35]2[CH:36]=[CH:37][CH:38]=[CH:39][C:34]=2[N:28]2[CH2:11][CH2:12][N:13]([CH2:16][CH2:17][CH:18]3[CH2:19][C:20]4([CH2:24][CH2:25][CH2:27][CH2:26]4)[C:21](=[O:23])[O:22]3)[CH2:14][CH2:15]2)[CH2:45][CH2:44]1. (8) The product is: [ClH:26].[Cl:26][C:24]1[CH:23]=[CH:22][C:21]([O:27][CH2:28][CH:29]([CH3:31])[CH3:30])=[C:20]([CH2:19][N:15]2[C:16]([CH3:18])=[CH:17][C:13]([C:11]([NH:10][C:7]3[CH:8]=[N:9][C:4]([CH2:3][N:2]([CH2:32][CH3:33])[CH2:35][CH3:36])=[CH:5][CH:6]=3)=[O:12])=[N:14]2)[CH:25]=1. Given the reactants Cl.[NH2:2][CH2:3][C:4]1[N:9]=[CH:8][C:7]([NH:10][C:11]([C:13]2[CH:17]=[C:16]([CH3:18])[N:15]([CH2:19][C:20]3[CH:25]=[C:24]([Cl:26])[CH:23]=[CH:22][C:21]=3[O:27][CH2:28][CH:29]([CH3:31])[CH3:30])[N:14]=2)=[O:12])=[CH:6][CH:5]=1.[CH:32](=O)[CH3:33].[C:35](O[BH-](OC(=O)C)OC(=O)C)(=O)[CH3:36].[Na+].C(OCC)(=O)C, predict the reaction product.